From a dataset of Catalyst prediction with 721,799 reactions and 888 catalyst types from USPTO. Predict which catalyst facilitates the given reaction. (1) Reactant: [CH3:1][N:2]([S:24]([C:27]1[S:28][CH:29]=[CH:30][CH:31]=1)(=[O:26])=[O:25])[C:3]1[CH:4]=[CH:5][CH:6]=[C:7]2[C:11]=1[NH:10][C:9]([C:12]1[S:13][C:14]([CH2:17][CH2:18][C:19]([O:21]CC)=[O:20])=[CH:15][N:16]=1)=[CH:8]2.[OH-].[Na+].O1CCCC1. Product: [CH3:1][N:2]([S:24]([C:27]1[S:28][CH:29]=[CH:30][CH:31]=1)(=[O:25])=[O:26])[C:3]1[CH:4]=[CH:5][CH:6]=[C:7]2[C:11]=1[NH:10][C:9]([C:12]1[S:13][C:14]([CH2:17][CH2:18][C:19]([OH:21])=[O:20])=[CH:15][N:16]=1)=[CH:8]2. The catalyst class is: 5. (2) The catalyst class is: 7. Reactant: Cl[CH2:2][C:3]([NH:5][C:6]1[C:15]([Cl:16])=[CH:14][CH:13]=[C:12]2[C:7]=1[CH:8]=[CH:9][C:10]([N:17]1[CH2:21][CH2:20][C@@H:19]([O:22][Si](C(C)(C)C)(C)C)[CH2:18]1)=[N:11]2)=[O:4].[F:30][C:31]1[CH:32]=[C:33]([CH:35]=[CH:36][CH:37]=1)[NH2:34].[F-].C([N+](CCCC)(CCCC)CCCC)CCC. Product: [Cl:16][C:15]1[C:6]([NH:5][C:3](=[O:4])[CH2:2][NH:34][C:33]2[CH:35]=[CH:36][CH:37]=[C:31]([F:30])[CH:32]=2)=[C:7]2[C:12](=[CH:13][CH:14]=1)[N:11]=[C:10]([N:17]1[CH2:21][CH2:20][C@@H:19]([OH:22])[CH2:18]1)[CH:9]=[CH:8]2. (3) Reactant: [Br:1][C:2]1[CH:13]=[C:12]([C:14](=O)[CH2:15][CH3:16])[C:5]2[O:6][CH:7]([CH3:11])[C:8](=[O:10])[NH:9][C:4]=2[CH:3]=1.C([SiH](CC)CC)C. Product: [Br:1][C:2]1[CH:13]=[C:12]([CH2:14][CH2:15][CH3:16])[C:5]2[O:6][CH:7]([CH3:11])[C:8](=[O:10])[NH:9][C:4]=2[CH:3]=1. The catalyst class is: 67.